Dataset: Forward reaction prediction with 1.9M reactions from USPTO patents (1976-2016). Task: Predict the product of the given reaction. (1) Given the reactants [C:1]([OH:6])(=[O:5])[C@H:2]([CH3:4])[OH:3].C([O-])([O-])=O.[Cs+].[Cs+].[F:13][C:14]([F:26])([F:25])[C:15]1[CH:24]=[CH:23][C:18]([C:19](=[O:22])[CH2:20]Br)=[CH:17][CH:16]=1, predict the reaction product. The product is: [OH:3][C@@H:2]([CH3:4])[C:1]([O:6][CH2:20][C:19](=[O:22])[C:18]1[CH:17]=[CH:16][C:15]([C:14]([F:13])([F:25])[F:26])=[CH:24][CH:23]=1)=[O:5]. (2) The product is: [CH3:21][C:22]1[C:27]([CH3:28])=[CH:26][CH:25]=[CH:24][N+:23]=1[O-:11]. Given the reactants O.O.O.O.O.O.C(O[O-])(=O)C1C(=CC=CC=1)C([O-])=[O:11].[Mg+2].[CH3:21][C:22]1[C:27]([CH3:28])=[CH:26][CH:25]=[CH:24][N:23]=1.C(=O)([O-])[O-].[K+].[K+].[Cl-].[Na+], predict the reaction product. (3) Given the reactants [NH2:1][C:2]1[CH:3]=[C:4]([C:8]2[CH:9]=[CH:10][CH:11]=[C:12]3[C:17]=2[N:16]=[C:15]([NH:18][C:19]2[CH:24]=[CH:23][C:22]([N:25]4[CH2:30][CH2:29][O:28][CH2:27][CH2:26]4)=[CH:21][CH:20]=2)[N:14]=[CH:13]3)[CH:5]=[CH:6][CH:7]=1.CCN(C(C)C)C(C)C.[C:40](Cl)(=[O:43])[CH:41]=[CH2:42], predict the reaction product. The product is: [O:28]1[CH2:27][CH2:26][N:25]([C:22]2[CH:21]=[CH:20][C:19]([NH:18][C:15]3[N:14]=[CH:13][C:12]4[C:17](=[C:8]([C:4]5[CH:3]=[C:2]([NH:1][C:40](=[O:43])[CH:41]=[CH2:42])[CH:7]=[CH:6][CH:5]=5)[CH:9]=[CH:10][CH:11]=4)[N:16]=3)=[CH:24][CH:23]=2)[CH2:30][CH2:29]1. (4) Given the reactants [N+:1]([C:4]1[CH:5]=[C:6]([S:10]([NH2:13])(=[O:12])=[O:11])[CH:7]=[CH:8][CH:9]=1)([O-])=O.C1COCC1.C([O-])(=O)C.[NH4+], predict the reaction product. The product is: [NH2:1][C:4]1[CH:5]=[C:6]([S:10]([NH2:13])(=[O:11])=[O:12])[CH:7]=[CH:8][CH:9]=1. (5) Given the reactants CCN(C(C)C)C(C)C.[Cl:10][C:11]1[C:12]([S:20]([CH2:23][CH3:24])(=[O:22])=[O:21])=[C:13]([CH2:18][NH2:19])[CH:14]=[C:15]([Cl:17])[CH:16]=1.[CH3:25][C:26]([O:29][C:30]([N:32]1[CH2:37][CH2:36][N:35]([CH2:38][C:39]2[CH:47]=[CH:46][C:42]([C:43]([O-])=[O:44])=[CH:41][C:40]=2[C:48]([F:51])([F:50])[F:49])[CH2:34][CH2:33]1)=[O:31])([CH3:28])[CH3:27].CN(C(ON1N=NC2C=CC=NC1=2)=[N+](C)C)C.F[P-](F)(F)(F)(F)F, predict the reaction product. The product is: [Cl:10][C:11]1[C:12]([S:20]([CH2:23][CH3:24])(=[O:22])=[O:21])=[C:13]([CH2:18][NH:19][C:43]([C:42]2[CH:46]=[CH:47][C:39]([CH2:38][N:35]3[CH2:34][CH2:33][N:32]([C:30]([O:29][C:26]([CH3:27])([CH3:28])[CH3:25])=[O:31])[CH2:37][CH2:36]3)=[C:40]([C:48]([F:50])([F:51])[F:49])[CH:41]=2)=[O:44])[CH:14]=[C:15]([Cl:17])[CH:16]=1. (6) Given the reactants [C:1]([O:5][C:6]([NH:8][C@@H:9]([CH2:13][CH:14]=[CH2:15])[C:10]([OH:12])=O)=[O:7])([CH3:4])([CH3:3])[CH3:2].[CH3:16][NH:17][O:18][CH3:19].F[P-](F)(F)(F)(F)F.N1(O[P+](N2CCCC2)(N2CCCC2)N2CCCC2)C2C=CC=CC=2N=N1.C(N(C(C)C)CC)(C)C, predict the reaction product. The product is: [CH3:19][O:18][N:17]([CH3:16])[C:10]([CH:9]([NH:8][C:6](=[O:7])[O:5][C:1]([CH3:2])([CH3:3])[CH3:4])[CH2:13][CH:14]=[CH2:15])=[O:12]. (7) Given the reactants [F:1][C:2]1[CH:7]=[CH:6][C:5]([N:8]([CH2:24][C:25]2[CH:30]=[CH:29][C:28]([NH:31][C:32]([C@@H:34]3[CH2:38][CH2:37][CH2:36][N:35]3[C:39](=[O:53])[C@@H:40]([C:47]3[CH:52]=[CH:51][CH:50]=[CH:49][CH:48]=3)[N:41]3[CH2:46][CH2:45][CH2:44][CH2:43][CH2:42]3)=[O:33])=[CH:27][CH:26]=2)[CH2:9][C:10]2[CH:15]=[CH:14][C:13]([NH:16][C:17]([C@@H:19]3[CH2:23][CH2:22][CH2:21][NH:20]3)=[O:18])=[CH:12][CH:11]=2)=[CH:4][CH:3]=1.[CH3:54][O:55][C:56]([NH:58][C@@H:59]([CH2:63][CH3:64])[C:60](O)=[O:61])=[O:57], predict the reaction product. The product is: [F:1][C:2]1[CH:7]=[CH:6][C:5]([N:8]([CH2:9][C:10]2[CH:15]=[CH:14][C:13]([NH:16][C:17]([C@@H:19]3[CH2:23][CH2:22][CH2:21][N:20]3[C:60]([C@@H:59]([NH:58][C:56](=[O:57])[O:55][CH3:54])[CH2:63][CH3:64])=[O:61])=[O:18])=[CH:12][CH:11]=2)[CH2:24][C:25]2[CH:30]=[CH:29][C:28]([NH:31][C:32]([C@@H:34]3[CH2:38][CH2:37][CH2:36][N:35]3[C:39](=[O:53])[C@@H:40]([C:47]3[CH:48]=[CH:49][CH:50]=[CH:51][CH:52]=3)[N:41]3[CH2:42][CH2:43][CH2:44][CH2:45][CH2:46]3)=[O:33])=[CH:27][CH:26]=2)=[CH:4][CH:3]=1. (8) Given the reactants [NH:1]1[CH:5]=[CH:4][CH:3]=[C:2]1[C:6]1[CH:7]=[C:8]2[C:12](=[CH:13][CH:14]=1)[NH:11][C:10](=[O:15])[C:9]12[CH2:20][CH2:19][CH2:18][CH2:17][CH2:16]1.[C:21](=O)([O-])[O-].[K+].[K+].IC.O, predict the reaction product. The product is: [CH3:21][N:1]1[CH:5]=[CH:4][CH:3]=[C:2]1[C:6]1[CH:7]=[C:8]2[C:12](=[CH:13][CH:14]=1)[NH:11][C:10](=[O:15])[C:9]12[CH2:20][CH2:19][CH2:18][CH2:17][CH2:16]1.